Dataset: Forward reaction prediction with 1.9M reactions from USPTO patents (1976-2016). Task: Predict the product of the given reaction. (1) Given the reactants I[C:2]1[C:10]2[C:5](=[N:6][CH:7]=[CH:8][CH:9]=2)[N:4]([Si:11]([CH:18]([CH3:20])[CH3:19])([CH:15]([CH3:17])[CH3:16])[CH:12]([CH3:14])[CH3:13])[CH:3]=1.C([Mg]Cl)(C)C.[C:26]([O:30][C:31](=[O:49])[N:32]([CH2:41][C:42]1[CH:47]=[CH:46][C:45]([Cl:48])=[CH:44][CH:43]=1)[C:33]1[S:34][C:35]([CH:39]=[O:40])=[C:36]([Cl:38])[N:37]=1)([CH3:29])([CH3:28])[CH3:27].O, predict the reaction product. The product is: [C:26]([O:30][C:31](=[O:49])[N:32]([CH2:41][C:42]1[CH:47]=[CH:46][C:45]([Cl:48])=[CH:44][CH:43]=1)[C:33]1[S:34][C:35]([CH:39]([OH:40])[C:2]2[C:10]3[C:5](=[N:6][CH:7]=[CH:8][CH:9]=3)[N:4]([Si:11]([CH:18]([CH3:20])[CH3:19])([CH:15]([CH3:17])[CH3:16])[CH:12]([CH3:14])[CH3:13])[CH:3]=2)=[C:36]([Cl:38])[N:37]=1)([CH3:29])([CH3:27])[CH3:28]. (2) Given the reactants [C:1]1([CH:7]2[CH2:16][CH2:15][C:14]3[C:9](=[CH:10][CH:11]=[C:12]([O:17][C:18]4[N:23]=[CH:22][C:21]([NH:24][S:25]([CH3:28])(=[O:27])=[O:26])=[CH:20][CH:19]=4)[CH:13]=3)[O:8]2)[CH:6]=[CH:5][CH:4]=[CH:3][CH:2]=1.[F:29]C1C=C(C2CCC3C(=CC=C(OC4N=CC(N)=CC=4)C=3)O2)C=CC=1, predict the reaction product. The product is: [F:29][C:3]1[CH:2]=[C:1]([CH:7]2[CH2:16][CH2:15][C:14]3[C:9](=[CH:10][CH:11]=[C:12]([O:17][C:18]4[N:23]=[CH:22][C:21]([NH:24][S:25]([CH3:28])(=[O:27])=[O:26])=[CH:20][CH:19]=4)[CH:13]=3)[O:8]2)[CH:6]=[CH:5][CH:4]=1. (3) The product is: [Cl:8][C:6]1[CH:5]=[C:4]([C:9]2([C:25]([F:27])([F:26])[F:28])[CH2:13][CH2:12][N:11]([C:14]3[S:15][C:16]4[C:22]([CH2:23][NH:24][C:29](=[O:32])[CH2:30][CH3:31])=[CH:21][CH:20]=[CH:19][C:17]=4[N:18]=3)[CH2:10]2)[CH:3]=[C:2]([Cl:1])[CH:7]=1. Given the reactants [Cl:1][C:2]1[CH:3]=[C:4]([C:9]2([C:25]([F:28])([F:27])[F:26])[CH2:13][CH2:12][N:11]([C:14]3[S:15][C:16]4[C:22]([CH2:23][NH2:24])=[CH:21][CH:20]=[CH:19][C:17]=4[N:18]=3)[CH2:10]2)[CH:5]=[C:6]([Cl:8])[CH:7]=1.[C:29](O[C:29](=[O:32])[CH2:30][CH3:31])(=[O:32])[CH2:30][CH3:31].C(N(CC)CC)C, predict the reaction product. (4) Given the reactants [Br:1][C:2]1[C:11]2[C:6](=[CH:7][CH:8]=[CH:9][CH:10]=2)[C:5](I)=[CH:4][CH:3]=1.[Br:13][C:14]1[CH:19]=[CH:18][C:17](B(O)O)=[CH:16][CH:15]=1.C(=O)([O-])[O-].[Na+].[Na+], predict the reaction product. The product is: [Br:1][C:2]1[C:11]2[C:6](=[CH:7][CH:8]=[CH:9][CH:10]=2)[C:5]([C:17]2[CH:18]=[CH:19][C:14]([Br:13])=[CH:15][CH:16]=2)=[CH:4][CH:3]=1. (5) The product is: [C:7]([O:11][C:12]([N:14]1[CH2:18][CH2:17][CH2:16][CH:15]1[CH2:19][CH2:20][OH:21])=[O:13])([CH3:10])([CH3:9])[CH3:8]. Given the reactants [H-].[H-].[H-].[H-].[Li+].[Al+3].[C:7]([O:11][C:12]([N:14]1[CH2:18][CH2:17][CH2:16][CH:15]1[CH2:19][C:20](OC)=[O:21])=[O:13])([CH3:10])([CH3:9])[CH3:8], predict the reaction product.